Dataset: Catalyst prediction with 721,799 reactions and 888 catalyst types from USPTO. Task: Predict which catalyst facilitates the given reaction. (1) Reactant: [CH:1]1([C:7]([N:9]2[CH2:15][C:14]3[N:16]=[CH:17][C:18]([C:20]([O:22]C)=O)=[CH:19][C:13]=3[O:12][CH2:11][CH2:10]2)=[O:8])[CH2:6][CH2:5][CH2:4][CH2:3][CH2:2]1.[OH-:24].[Na+].[NH2:26]O.Cl. Product: [CH:1]1([C:7]([N:9]2[CH2:15][C:14]3[N:16]=[CH:17][C:18]([C:20]([NH:26][OH:24])=[O:22])=[CH:19][C:13]=3[O:12][CH2:11][CH2:10]2)=[O:8])[CH2:6][CH2:5][CH2:4][CH2:3][CH2:2]1. The catalyst class is: 36. (2) Reactant: [CH:1]1([C:4]2[CH:9]=[CH:8][CH:7]=[C:6]([CH3:10])[C:5]=2[OH:11])[CH2:3][CH2:2]1.ClC1C=CC=CC=1Cl.[OH-].[Na+].[OH:22][C:23]1[CH:28]=[C:27]([Cl:29])[N:26]=[N:25][C:24]=1Cl. Product: [Cl:29][C:27]1[N:26]=[N:25][C:24]([O:11][C:5]2[C:6]([CH3:10])=[CH:7][CH:8]=[CH:9][C:4]=2[CH:1]2[CH2:3][CH2:2]2)=[C:23]([OH:22])[CH:28]=1. The catalyst class is: 107.